Dataset: Peptide-MHC class I binding affinity with 185,985 pairs from IEDB/IMGT. Task: Regression. Given a peptide amino acid sequence and an MHC pseudo amino acid sequence, predict their binding affinity value. This is MHC class I binding data. (1) The peptide sequence is LVESGGGLV. The MHC is HLA-A02:01 with pseudo-sequence HLA-A02:01. The binding affinity (normalized) is 0. (2) The peptide sequence is MATMLEYVR. The MHC is HLA-A68:01 with pseudo-sequence HLA-A68:01. The binding affinity (normalized) is 0.977. (3) The peptide sequence is KVNACHHNY. The MHC is HLA-A30:01 with pseudo-sequence HLA-A30:01. The binding affinity (normalized) is 0.425. (4) The peptide sequence is FLIRRFFMF. The MHC is BoLA-T2b with pseudo-sequence BoLA-T2b. The binding affinity (normalized) is 0.0641. (5) The binding affinity (normalized) is 0.424. The peptide sequence is ATFRDMLLNV. The MHC is HLA-A68:02 with pseudo-sequence HLA-A68:02.